From a dataset of Catalyst prediction with 721,799 reactions and 888 catalyst types from USPTO. Predict which catalyst facilitates the given reaction. (1) Reactant: [C:1]1([C:7]2[NH:23][C:10]3=[N:11][CH:12]=[C:13]([NH:15]C(=O)OC(C)(C)C)[CH:14]=[C:9]3[CH:8]=2)[CH:6]=[CH:5][CH:4]=[CH:3][CH:2]=1.FC(F)(F)C(O)=O. Product: [C:1]1([C:7]2[NH:23][C:10]3=[N:11][CH:12]=[C:13]([NH2:15])[CH:14]=[C:9]3[CH:8]=2)[CH:2]=[CH:3][CH:4]=[CH:5][CH:6]=1. The catalyst class is: 4. (2) Reactant: [H-].[Na+].[C:3]([O:11][CH2:12][CH3:13])(=[O:10])[CH2:4][C:5]([O:7][CH2:8][CH3:9])=[O:6].Cl[C:15]1[C:20]([N+:21]([O-:23])=[O:22])=[CH:19][CH:18]=[CH:17][N:16]=1.[Cl-].[NH4+]. Product: [N+:21]([C:20]1[C:15]([CH:4]([C:5]([O:7][CH2:8][CH3:9])=[O:6])[C:3]([O:11][CH2:12][CH3:13])=[O:10])=[N:16][CH:17]=[CH:18][CH:19]=1)([O-:23])=[O:22]. The catalyst class is: 16. (3) Reactant: Br[C:2]1[CH:7]=[CH:6][CH:5]=[C:4]([Br:8])[N:3]=1.C([Mg]Cl)(C)C.[CH3:14][O:15][CH2:16][C:17](N(C)C)=[O:18].C(O)(=O)CC(CC(O)=O)(C(O)=O)O.[OH-].[Na+].[Na+].[Cl-]. Product: [Br:8][C:4]1[N:3]=[C:2]([C:17](=[O:18])[CH2:16][O:15][CH3:14])[CH:7]=[CH:6][CH:5]=1. The catalyst class is: 56. (4) Reactant: [C:1]1([OH:8])[C:5](=[O:6])[C:3](=[O:4])[C:2]=1[OH:7].[CH2:9](O)[CH2:10][CH2:11][CH3:12]. Product: [CH3:9][CH2:10][CH2:11][CH2:12][O:4][C:3]1[C:2](=[O:7])[C:1](=[O:8])[C:5]=1[O:6][CH2:5][CH2:1][CH2:2][CH3:3]. The catalyst class is: 11. (5) Reactant: C[O:2][C:3]([C:5]1[CH:10]=[CH:9][CH:8]=[CH:7][C:6]=1[S:11][C:12]1[CH:21]=[CH:20][C:15]([C:16]([O:18]C)=[O:17])=[CH:14][C:13]=1[N+:22]([O-:24])=[O:23])=[O:4].[Li+].[OH-]. Product: [C:3]([C:5]1[CH:10]=[CH:9][CH:8]=[CH:7][C:6]=1[S:11][C:12]1[CH:21]=[CH:20][C:15]([C:16]([OH:18])=[O:17])=[CH:14][C:13]=1[N+:22]([O-:24])=[O:23])([OH:4])=[O:2]. The catalyst class is: 20. (6) Reactant: C(N(CC)CC)C.[CH:8]([C:10]1[C:18]2[C:13](=[CH:14][CH:15]=[CH:16][CH:17]=2)[N:12](C(OC(C)(C)C)=O)[CH:11]=1)=[O:9].[N:26]1[C:27]([CH:35]=[N:36][C:37]2[CH:42]=[CH:41][N:40]=[C:39]([O:43][CH3:44])[CH:38]=2)=[CH:28][N:29]2[CH2:34][CH2:33][O:32][CH2:31][C:30]=12. Product: [N:26]1[C:27]([CH:35]([NH:36][C:37]2[CH:42]=[CH:41][N:40]=[C:39]([O:43][CH3:44])[CH:38]=2)[C:8]([C:10]2[C:18]3[C:13](=[CH:14][CH:15]=[CH:16][CH:17]=3)[NH:12][CH:11]=2)=[O:9])=[CH:28][N:29]2[CH2:34][CH2:33][O:32][CH2:31][C:30]=12. The catalyst class is: 433.